From a dataset of NCI-60 drug combinations with 297,098 pairs across 59 cell lines. Regression. Given two drug SMILES strings and cell line genomic features, predict the synergy score measuring deviation from expected non-interaction effect. (1) Synergy scores: CSS=0.850, Synergy_ZIP=1.34, Synergy_Bliss=-0.236, Synergy_Loewe=-18.0, Synergy_HSA=-9.65. Cell line: SK-MEL-5. Drug 2: C1CCC(C(C1)N)N.C(=O)(C(=O)[O-])[O-].[Pt+4]. Drug 1: CC1=CC2C(CCC3(C2CCC3(C(=O)C)OC(=O)C)C)C4(C1=CC(=O)CC4)C. (2) Drug 2: C1CNP(=O)(OC1)N(CCCl)CCCl. Drug 1: CC1CCC2CC(C(=CC=CC=CC(CC(C(=O)C(C(C(=CC(C(=O)CC(OC(=O)C3CCCCN3C(=O)C(=O)C1(O2)O)C(C)CC4CCC(C(C4)OC)O)C)C)O)OC)C)C)C)OC. Synergy scores: CSS=22.3, Synergy_ZIP=-2.47, Synergy_Bliss=2.50, Synergy_Loewe=-23.2, Synergy_HSA=1.31. Cell line: A498. (3) Drug 1: CC1=C(C=C(C=C1)NC(=O)C2=CC=C(C=C2)CN3CCN(CC3)C)NC4=NC=CC(=N4)C5=CN=CC=C5. Drug 2: CC1=C(C(=O)C2=C(C1=O)N3CC4C(C3(C2COC(=O)N)OC)N4)N. Cell line: A549. Synergy scores: CSS=15.6, Synergy_ZIP=0.298, Synergy_Bliss=-2.09, Synergy_Loewe=-31.1, Synergy_HSA=-8.05. (4) Drug 1: CCCCCOC(=O)NC1=NC(=O)N(C=C1F)C2C(C(C(O2)C)O)O. Drug 2: C1CCC(C(C1)N)N.C(=O)(C(=O)[O-])[O-].[Pt+4]. Cell line: SNB-75. Synergy scores: CSS=1.14, Synergy_ZIP=1.03, Synergy_Bliss=4.48, Synergy_Loewe=-1.08, Synergy_HSA=0.971. (5) Drug 1: CC1=C(C(=CC=C1)Cl)NC(=O)C2=CN=C(S2)NC3=CC(=NC(=N3)C)N4CCN(CC4)CCO. Drug 2: CCN(CC)CCNC(=O)C1=C(NC(=C1C)C=C2C3=C(C=CC(=C3)F)NC2=O)C. Cell line: MALME-3M. Synergy scores: CSS=-1.66, Synergy_ZIP=9.03, Synergy_Bliss=15.5, Synergy_Loewe=-4.71, Synergy_HSA=-4.20. (6) Drug 1: CC1=C2C(C(=O)C3(C(CC4C(C3C(C(C2(C)C)(CC1OC(=O)C(C(C5=CC=CC=C5)NC(=O)OC(C)(C)C)O)O)OC(=O)C6=CC=CC=C6)(CO4)OC(=O)C)OC)C)OC. Drug 2: CS(=O)(=O)OCCCCOS(=O)(=O)C. Cell line: SW-620. Synergy scores: CSS=33.1, Synergy_ZIP=-10.1, Synergy_Bliss=-13.4, Synergy_Loewe=-21.3, Synergy_HSA=-11.6.